Task: Predict which catalyst facilitates the given reaction.. Dataset: Catalyst prediction with 721,799 reactions and 888 catalyst types from USPTO (1) Reactant: [Br:1][C:2]1[CH:3]=[C:4]([C:8]2[O:9][C:10]([CH3:13])=[N:11][N:12]=2)[CH:5]=[N:6][CH:7]=1.ClC1C=C(C=CC=1)C(OO)=[O:19]. Product: [Br:1][C:2]1[CH:7]=[N+:6]([O-:19])[CH:5]=[C:4]([C:8]2[O:9][C:10]([CH3:13])=[N:11][N:12]=2)[CH:3]=1. The catalyst class is: 4. (2) Reactant: CN(C(ON1N=NC2C=CC=NC1=2)=[N+](C)C)C.F[P-](F)(F)(F)(F)F.[NH2:25][CH2:26][C:27](=[C:29]1[CH2:34][CH2:33][CH2:32][N:31]([C:35]2[C:44]([O:45][CH3:46])=[C:43]3[C:38]([C:39](=[O:53])[C:40]([C:50]([OH:52])=[O:51])=[CH:41][N:42]3[CH:47]3[CH2:49][CH2:48]3)=[CH:37][C:36]=2[F:54])[CH2:30]1)[F:28].[C:55]([O:59][C:60]([NH:62][C@@H:63]([CH2:67][N:68]([CH3:70])[CH3:69])[C:64](O)=[O:65])=[O:61])([CH3:58])([CH3:57])[CH3:56].CCN(C(C)C)C(C)C. Product: [C:55]([O:59][C:60]([NH:62][C@@H:63]([CH2:67][N:68]([CH3:70])[CH3:69])[C:64]([NH:25][CH2:26][C:27](=[C:29]1[CH2:34][CH2:33][CH2:32][N:31]([C:35]2[C:44]([O:45][CH3:46])=[C:43]3[C:38]([C:39](=[O:53])[C:40]([C:50]([OH:52])=[O:51])=[CH:41][N:42]3[CH:47]3[CH2:49][CH2:48]3)=[CH:37][C:36]=2[F:54])[CH2:30]1)[F:28])=[O:65])=[O:61])([CH3:58])([CH3:57])[CH3:56]. The catalyst class is: 674. (3) Reactant: CS([O:5][CH2:6][C:7]1[C:8]([Cl:20])=[N:9][S:10][C:11]=1[C:12]1[CH:17]=[CH:16][C:15]([CH2:18][CH3:19])=[CH:14][CH:13]=1)(=O)=O.[F:21][C:22]1[CH:23]=[C:24]([CH2:30][CH2:31][C:32]([O:34][CH2:35][CH3:36])=[O:33])[CH:25]=[C:26]([F:29])[C:27]=1O.C(=O)([O-])[O-].[K+].[K+]. Product: [Cl:20][C:8]1[C:7]([CH2:6][O:5][C:27]2[C:26]([F:29])=[CH:25][C:24]([CH2:30][CH2:31][C:32]([O:34][CH2:35][CH3:36])=[O:33])=[CH:23][C:22]=2[F:21])=[C:11]([C:12]2[CH:17]=[CH:16][C:15]([CH2:18][CH3:19])=[CH:14][CH:13]=2)[S:10][N:9]=1. The catalyst class is: 9. (4) The catalyst class is: 7. Product: [C:1]([C:3]1[CH:8]=[CH:7][C:6]([O:9][CH3:10])=[CH:5][C:4]=1[O:11][C@@H:22]([C:23]1[CH:24]=[CH:25][CH:26]=[CH:27][CH:28]=1)[CH2:21][CH2:20][N:18]([CH3:19])[C:17](=[O:30])[O:16][C:13]([CH3:15])([CH3:14])[CH3:12])#[N:2]. Reactant: [C:1]([C:3]1[CH:8]=[CH:7][C:6]([O:9][CH3:10])=[CH:5][C:4]=1[OH:11])#[N:2].[CH3:12][C:13]([O:16][C:17](=[O:30])[N:18]([CH2:20][CH2:21][C@H:22](O)[C:23]1[CH:28]=[CH:27][CH:26]=[CH:25][CH:24]=1)[CH3:19])([CH3:15])[CH3:14].C1(P(C2C=CC=CC=2)C2C=CC=CC=2)C=CC=CC=1.[N+](C(OCC)=O)(C(OCC)=O)=[N-]. (5) Reactant: [CH3:1][C:2]1[CH:11]=[CH:10][C:5]([C:6]([O:8][CH3:9])=[O:7])=[CH:4][C:3]=1[O:12][CH3:13].[Br:14]N1C(=O)CCC1=O.N(C(C)(C)C#N)=NC(C)(C)C#N. Product: [Br:14][CH2:1][C:2]1[CH:11]=[CH:10][C:5]([C:6]([O:8][CH3:9])=[O:7])=[CH:4][C:3]=1[O:12][CH3:13]. The catalyst class is: 53. (6) Reactant: Cl([O-])(=O)(=O)=O.[Li+].[O:7]1[C:9]([CH3:11])([CH3:10])[CH2:8]1.[Br:12][C:13]1[C:19]([CH3:20])=[CH:18][CH:17]=[CH:16][C:14]=1[NH2:15].O. The catalyst class is: 27. Product: [Br:12][C:13]1[C:19]([CH3:20])=[CH:18][CH:17]=[CH:16][C:14]=1[NH:15][CH2:8][C:9]([CH3:11])([OH:7])[CH3:10]. (7) Reactant: [CH:1]1([CH2:6][CH:7]([C:11]2[CH:16]=[CH:15][C:14]([I:17])=[CH:13][CH:12]=2)[C:8]([OH:10])=[O:9])[CH2:5][CH2:4][CH2:3][CH2:2]1.[CH3:18]O. Product: [CH3:18][O:9][C:8](=[O:10])[CH:7]([C:11]1[CH:16]=[CH:15][C:14]([I:17])=[CH:13][CH:12]=1)[CH2:6][CH:1]1[CH2:5][CH2:4][CH2:3][CH2:2]1. The catalyst class is: 65.